From a dataset of Catalyst prediction with 721,799 reactions and 888 catalyst types from USPTO. Predict which catalyst facilitates the given reaction. (1) Reactant: Cl.[C:2]1([C:8]2[CH:9]=[N:10][NH:11][CH:12]=2)[CH:7]=[CH:6][CH:5]=[CH:4][CH:3]=1.CCN(C(C)C)C(C)C.Cl[C:23](Cl)([O:25]C(=O)OC(Cl)(Cl)Cl)Cl.Cl.[NH2:35][CH2:36][C:37]([N:39]1[CH2:44][CH2:43][CH:42]([O:45][C:46]2[CH:51]=[CH:50][CH:49]=[CH:48][C:47]=2[Cl:52])[CH2:41][CH2:40]1)=[O:38].Cl.ClC1C=CC=CC=1OC1CCNCC1. Product: [Cl:52][C:47]1[CH:48]=[CH:49][CH:50]=[CH:51][C:46]=1[O:45][CH:42]1[CH2:43][CH2:44][N:39]([C:37](=[O:38])[CH2:36][NH:35][C:23]([N:10]2[CH:9]=[C:8]([C:2]3[CH:3]=[CH:4][CH:5]=[CH:6][CH:7]=3)[CH:12]=[N:11]2)=[O:25])[CH2:40][CH2:41]1. The catalyst class is: 34. (2) Reactant: C([O:3][C:4](=[O:48])[CH2:5][CH2:6][CH2:7][O:8][C:9]1[CH:14]=[CH:13][CH:12]=[C:11]([CH2:15][CH2:16][CH2:17][CH2:18][CH2:19][CH2:20][O:21][C:22]2[CH:23]=[C:24]([C:33]3[CH:38]=[CH:37][C:36]([F:39])=[C:35]([F:40])[CH:34]=3)[CH:25]=[C:26]([C:28](=[O:32])[N:29]([CH3:31])[CH3:30])[CH:27]=2)[C:10]=1[CH2:41][CH2:42][C:43]([O:45]CC)=[O:44])C.[OH-].[Na+]. Product: [C:43]([CH2:42][CH2:41][C:10]1[C:11]([CH2:15][CH2:16][CH2:17][CH2:18][CH2:19][CH2:20][O:21][C:22]2[CH:23]=[C:24]([C:33]3[CH:38]=[CH:37][C:36]([F:39])=[C:35]([F:40])[CH:34]=3)[CH:25]=[C:26]([C:28](=[O:32])[N:29]([CH3:31])[CH3:30])[CH:27]=2)=[CH:12][CH:13]=[CH:14][C:9]=1[O:8][CH2:7][CH2:6][CH2:5][C:4]([OH:48])=[O:3])([OH:45])=[O:44]. The catalyst class is: 219. (3) Reactant: C1(NN)C=CC=CC=1.[N+](=[CH:11][C:12]([O:14][CH2:15][CH3:16])=[O:13])=[N-].[CH3:17][C:18](=[CH:20][CH:21]=[C:22]([CH3:24])[CH3:23])[CH3:19]. Product: [CH3:16][CH2:15][O:14][C:12]([CH:11]1[C:22]([CH3:24])([CH3:23])[CH:21]1[CH:20]=[C:18]([CH3:19])[CH3:17])=[O:13]. The catalyst class is: 10. (4) Reactant: O[CH2:2][CH2:3][C:4]1[N:5]=[N+:6]([O-:14])[C:7]2[CH:13]=[CH:12][CH:11]=[CH:10][C:8]=2[N:9]=1.C[CH2:16][N:17](CC)[CH2:18]C.Cl.CNC. Product: [O-:14][N+:6]1[C:7]2[CH:13]=[CH:12][CH:11]=[CH:10][C:8]=2[N:9]=[C:4]([CH2:3][CH2:2][N:17]([CH3:18])[CH3:16])[N:5]=1. The catalyst class is: 2. (5) Reactant: [Br:1][C:2]1[CH:3]=[C:4]([CH:7]=[O:8])[S:5][CH:6]=1.[CH2:9](O)[CH2:10][OH:11].O.C1(C)C=CC(S(O)(=O)=O)=CC=1.C(=O)(O)[O-].[Na+]. Product: [Br:1][C:2]1[CH:3]=[C:4]([CH:7]2[O:11][CH2:10][CH2:9][O:8]2)[S:5][CH:6]=1. The catalyst class is: 11. (6) Reactant: [CH3:1][O:2][C:3]1[CH:8]=[CH:7][CH:6]=[CH:5][C:4]=1[N:9]1[CH2:14][CH2:13][C:12]([C:17]2[CH:22]=[CH:21][CH:20]=[C:19]([O:23][CH3:24])[CH:18]=2)([CH:15]=O)[CH2:11][CH2:10]1.[Si:25]([O:32][CH:33]([CH2:39][C:40](=[O:48])[CH2:41]P(OC)(OC)=O)[CH2:34][C:35]([O:37][CH3:38])=[O:36])([C:28]([CH3:31])([CH3:30])[CH3:29])([CH3:27])[CH3:26].C[O-].[Na+].CO.[Cl-].[NH4+]. Product: [Si:25]([O:32][CH:33]([CH2:39][C:40](=[O:48])/[CH:41]=[CH:15]/[C:12]1([C:17]2[CH:22]=[CH:21][CH:20]=[C:19]([O:23][CH3:24])[CH:18]=2)[CH2:11][CH2:10][N:9]([C:4]2[CH:5]=[CH:6][CH:7]=[CH:8][C:3]=2[O:2][CH3:1])[CH2:14][CH2:13]1)[CH2:34][C:35]([O:37][CH3:38])=[O:36])([C:28]([CH3:29])([CH3:30])[CH3:31])([CH3:26])[CH3:27]. The catalyst class is: 10. (7) Reactant: [Br:1][C:2]1[CH:3]=[C:4]([CH:15]=[CH:16][CH:17]=1)[O:5][C:6]1[CH:14]=[CH:13][C:9]([C:10]([OH:12])=O)=[CH:8][CH:7]=1.[C:18](Cl)(=[O:22])[C:19](Cl)=O.C[N:25]([CH3:28])C=O.[OH2:29].C([N:32]([CH2:35][CH3:36])[CH2:33][CH3:34])C. Product: [Br:1][C:2]1[CH:3]=[C:4]([CH:15]=[CH:16][CH:17]=1)[O:5][C:6]1[CH:7]=[CH:8][C:9]([C:10]([NH:25][C:28]2[CH:8]=[C:9]([CH:10]=[CH:36][C:35]=2[NH:32][CH:33]2[CH2:34][CH2:16][CH2:17][CH2:2][CH2:3]2)[C:13]([O:22][CH2:18][CH3:19])=[O:29])=[O:12])=[CH:13][CH:14]=1. The catalyst class is: 22. (8) Reactant: [O:1]1[CH2:6][CH2:5][O:4][C:3]2[CH:7]=[C:8]([CH:11]=[O:12])[CH:9]=[CH:10][C:2]1=2.[BH4-].[Na+].Cl. Product: [O:1]1[CH2:6][CH2:5][O:4][C:3]2[CH:7]=[C:8]([CH2:11][OH:12])[CH:9]=[CH:10][C:2]1=2. The catalyst class is: 5. (9) Product: [C:1]([O:5][C:6]([N:8]1[CH2:9][CH2:10][CH:11]([CH:14]([OH:15])[C:16]2[CH:17]=[N:18][CH:19]=[CH:20][CH:21]=2)[CH2:12][CH2:13]1)=[O:7])([CH3:4])([CH3:2])[CH3:3]. The catalyst class is: 19. Reactant: [C:1]([O:5][C:6]([N:8]1[CH2:13][CH2:12][CH:11]([CH:14]([C:16]2[C:17](Br)=[N:18][CH:19]=[CH:20][CH:21]=2)[OH:15])[CH2:10][CH2:9]1)=[O:7])([CH3:4])([CH3:3])[CH3:2].[OH-].[Na+].